From a dataset of Peptide-MHC class II binding affinity with 134,281 pairs from IEDB. Regression. Given a peptide amino acid sequence and an MHC pseudo amino acid sequence, predict their binding affinity value. This is MHC class II binding data. (1) The peptide sequence is TEAFSTAWQAACKKP. The MHC is DRB1_1201 with pseudo-sequence DRB1_1201. The binding affinity (normalized) is 0.0722. (2) The peptide sequence is TPFPHRKGVLFNIQY. The MHC is HLA-DPA10201-DPB10101 with pseudo-sequence HLA-DPA10201-DPB10101. The binding affinity (normalized) is 0.355. (3) The peptide sequence is YDEPMTPGQCNMVVE. The MHC is DRB1_0901 with pseudo-sequence DRB1_0901. The binding affinity (normalized) is 0.264. (4) The peptide sequence is PALLALLALPALLLL. The MHC is DRB1_0101 with pseudo-sequence DRB1_0101. The binding affinity (normalized) is 0.586.